From a dataset of Full USPTO retrosynthesis dataset with 1.9M reactions from patents (1976-2016). Predict the reactants needed to synthesize the given product. The reactants are: C(OC(N1CCC2C(=CC=C(O)C=2)C1)=O)(C)(C)C.C(OC([N:26]1[CH2:35][CH2:34][C:33]2[C:28](=[CH:29][CH:30]=[C:31]([C:36](=[O:38])[CH3:37])[CH:32]=2)[CH2:27]1)=O)(C)(C)C.Cl. Given the product [CH2:27]1[C:28]2[C:33](=[CH:32][C:31]([C:36](=[O:38])[CH3:37])=[CH:30][CH:29]=2)[CH2:34][CH2:35][NH:26]1, predict the reactants needed to synthesize it.